From a dataset of Full USPTO retrosynthesis dataset with 1.9M reactions from patents (1976-2016). Predict the reactants needed to synthesize the given product. (1) Given the product [CH2:1]([C:5]1[C:13]([CH3:14])=[CH:12][C:8]([C:9]#[N:11])=[CH:7][N:6]=1)[CH:2]([CH3:4])[CH3:3], predict the reactants needed to synthesize it. The reactants are: [CH2:1]([C:5]1[C:13]([CH3:14])=[CH:12][C:8]([C:9]([NH2:11])=O)=[CH:7][N:6]=1)[CH:2]([CH3:4])[CH3:3].N1C=CC=CC=1. (2) The reactants are: [CH3:1][O:2][C:3]([C:5]1[S:6][C:7]([C:27]#[C:28][C:29]([CH3:32])([CH3:31])[CH3:30])=[CH:8][C:9]=1[N:10]([C@H:20]1[CH2:25][CH2:24][C@H:23]([OH:26])[CH2:22][CH2:21]1)[C:11]([C@H:13]1[CH2:18][CH2:17][C@H:16]([CH3:19])[CH2:15][CH2:14]1)=[O:12])=[O:4].I[CH3:34].[H-].[Na+]. Given the product [CH3:1][O:2][C:3]([C:5]1[S:6][C:7]([C:27]#[C:28][C:29]([CH3:31])([CH3:30])[CH3:32])=[CH:8][C:9]=1[N:10]([C@H:20]1[CH2:21][CH2:22][C@H:23]([O:26][CH3:34])[CH2:24][CH2:25]1)[C:11]([C@H:13]1[CH2:18][CH2:17][C@H:16]([CH3:19])[CH2:15][CH2:14]1)=[O:12])=[O:4], predict the reactants needed to synthesize it. (3) Given the product [C:2]([C:4]1[CH:5]=[C:6]([NH:10][C:11]2[C:20]3[C:15](=[CH:16][C:17]([O:24][C@H:25]4[CH2:29][CH2:28][O:27][CH2:26]4)=[C:18]([NH2:21])[CH:19]=3)[N:14]=[CH:13][N:12]=2)[CH:7]=[CH:8][CH:9]=1)#[CH:3], predict the reactants needed to synthesize it. The reactants are: Cl.[C:2]([C:4]1[CH:5]=[C:6]([NH:10][C:11]2[C:20]3[C:15](=[CH:16][C:17]([O:24][C@H:25]4[CH2:29][CH2:28][O:27][CH2:26]4)=[C:18]([N+:21]([O-])=O)[CH:19]=3)[N:14]=[CH:13][N:12]=2)[CH:7]=[CH:8][CH:9]=1)#[CH:3].[OH-].[Na+]. (4) Given the product [C:33]([N:34]=[S:23]([CH2:22][C:19]1[C:8]([C:9]([O:11][CH2:12][C:13]2[CH:14]=[CH:15][CH:16]=[CH:17][CH:18]=2)=[O:10])=[C:7]([O:30][CH3:31])[C:6]([C:3]2[CH:4]=[CH:5][O:1][CH:2]=2)=[CH:21][CH:20]=1)[C:24]1[CH:29]=[CH:28][CH:27]=[CH:26][CH:25]=1)#[N:32], predict the reactants needed to synthesize it. The reactants are: [O:1]1[CH:5]=[CH:4][C:3]([C:6]2[C:7]([O:30][CH3:31])=[C:8]([C:19]([CH2:22][S:23][C:24]3[CH:29]=[CH:28][CH:27]=[CH:26][CH:25]=3)=[CH:20][CH:21]=2)[C:9]([O:11][CH2:12][C:13]2[CH:18]=[CH:17][CH:16]=[CH:15][CH:14]=2)=[O:10])=[CH:2]1.[N:32]#[C:33][NH2:34].C(O)(=O)C.C(O)(=O)C.IC1C=CC=CC=1.